From a dataset of Full USPTO retrosynthesis dataset with 1.9M reactions from patents (1976-2016). Predict the reactants needed to synthesize the given product. (1) Given the product [CH2:22]([C:26]1[N:27]([CH2:33][C:34]2[CH:39]=[CH:38][CH:37]=[CH:36][C:35]=2[Cl:40])[C:28]([C:8]([CH2:9][C:10]2[CH:15]=[CH:14][CH:13]=[CH:12][CH:11]=2)([C:6]([O:5][CH2:4][CH3:3])=[O:7])[C:16]([O:18][CH2:19][CH3:20])=[O:17])=[CH:29][N:30]=1)[CH2:23][CH2:24][CH3:25], predict the reactants needed to synthesize it. The reactants are: [H-].[Na+].[CH3:3][CH2:4][O:5][C:6]([CH:8]([C:16]([O:18][CH2:19][CH3:20])=[O:17])[CH2:9][C:10]1[CH:15]=[CH:14][CH:13]=[CH:12][CH:11]=1)=[O:7].Cl.[CH2:22]([C:26]1[N:27]([CH2:33][C:34]2[CH:39]=[CH:38][CH:37]=[CH:36][C:35]=2[Cl:40])[C:28](CCl)=[CH:29][N:30]=1)[CH2:23][CH2:24][CH3:25]. (2) Given the product [CH:11]1[C:12]2[NH:13][C:14]3[C:5](=[CH:4][CH:3]=[CH:2][CH:1]=3)[NH:6][C:7]=2[CH:8]=[CH:9][CH:10]=1, predict the reactants needed to synthesize it. The reactants are: [CH:1]1[C:14]2[C:5](=[N:6][C:7]3[C:12]([N:13]=2)=[CH:11][CH:10]=[CH:9][CH:8]=3)[CH:4]=[CH:3][CH:2]=1.S(S([O-])=O)([O-])=O.[Na+].[Na+]. (3) The reactants are: [CH3:1][C:2]1[C:3]([C:8]([OH:10])=O)=[N:4][CH:5]=[CH:6][CH:7]=1.CN(C(ON1N=NC2C=CC=CC1=2)=[N+](C)C)C.F[P-](F)(F)(F)(F)F.CCN(C(C)C)C(C)C.[CH2:44]([NH2:51])[C:45]1[CH:50]=[CH:49][CH:48]=[CH:47][CH:46]=1. Given the product [CH2:44]([NH:51][C:8](=[O:10])[C:3]1[C:2]([CH3:1])=[CH:7][CH:6]=[CH:5][N:4]=1)[C:45]1[CH:50]=[CH:49][CH:48]=[CH:47][CH:46]=1, predict the reactants needed to synthesize it. (4) Given the product [Br:22][C:20]1[CH:21]=[C:16]([NH:14][C:4]2[CH:5]=[C:6]([CH2:7][N:8]([CH3:13])[CH:9]3[CH2:10][O:11][CH2:12]3)[N:2]([CH3:1])[N:3]=2)[C:17](=[O:24])[N:18]([CH3:23])[CH:19]=1, predict the reactants needed to synthesize it. The reactants are: [CH3:1][N:2]1[C:6]([CH2:7][N:8]([CH3:13])[CH:9]2[CH2:12][O:11][CH2:10]2)=[CH:5][C:4]([NH2:14])=[N:3]1.Br[C:16]1[C:17](=[O:24])[N:18]([CH3:23])[CH:19]=[C:20]([Br:22])[CH:21]=1. (5) Given the product [Br:1][C:2]1[CH:7]=[CH:6][C:5]([NH:12][CH2:13][CH:14]2[CH2:19][CH2:18][O:17][CH2:16][CH2:15]2)=[C:4]([N+:9]([O-:11])=[O:10])[CH:3]=1, predict the reactants needed to synthesize it. The reactants are: [Br:1][C:2]1[CH:7]=[CH:6][C:5](F)=[C:4]([N+:9]([O-:11])=[O:10])[CH:3]=1.[NH2:12][CH2:13][CH:14]1[CH2:19][CH2:18][O:17][CH2:16][CH2:15]1. (6) Given the product [Br:23][C:20]1[CH:19]=[CH:18][C:17]([C:16]([C:24]2[CH:25]=[CH:26][C:27]([Br:30])=[CH:28][CH:29]=2)=[CH:15][CH2:14][O:13][C:10]2[CH:11]=[CH:12][C:7]([CH2:6][CH2:5][C:4]([OH:31])=[O:3])=[CH:8][CH:9]=2)=[CH:22][CH:21]=1, predict the reactants needed to synthesize it. The reactants are: C([O:3][C:4](=[O:31])[CH2:5][CH2:6][C:7]1[CH:12]=[CH:11][C:10]([O:13][CH2:14][CH:15]=[C:16]([C:24]2[CH:29]=[CH:28][C:27]([Br:30])=[CH:26][CH:25]=2)[C:17]2[CH:22]=[CH:21][C:20]([Br:23])=[CH:19][CH:18]=2)=[CH:9][CH:8]=1)C.[OH-].[Na+]. (7) The reactants are: [C:1]([Si:5]([O:8][CH:9]([CH2:14][CH2:15][C:16]1[CH:21]=[CH:20][C:19]([CH:22](CC)[CH2:23][CH2:24]C2(B3OC(C)(C)C(C)(C)O3)C=CC=C(C)C2)=[CH:18][C:17]=1[CH3:43])[C:10]([CH3:13])([CH3:12])[CH3:11])([CH3:7])[CH3:6])([CH3:4])([CH3:3])[CH3:2].C1(P(C2CCCCC2)[C:51]2[CH:56]=[CH:55][CH:54]=[CH:53][C:52]=2[C:57]2C(OC)=CC=CC=2OC)CCCCC1.P([O-])([O-])([O-])=O.[K+].[K+].[K+].[CH3:81][O:82][C:83](=[O:93])[CH2:84][C:85]1[CH:90]=[CH:89][C:88](Cl)=[CH:87][C:86]=1[Cl:92].[N].[CH2:95](OCC)[CH3:96]. Given the product [CH3:81][O:82][C:83](=[O:93])[CH2:84][C:85]1[CH:90]=[CH:89][C:88]([C:51]2[CH:56]=[CH:55][C:54]([C:22]([C:19]3[CH:20]=[CH:21][C:16]([CH2:15][CH2:14][CH:9]([O:8][Si:5]([C:1]([CH3:3])([CH3:2])[CH3:4])([CH3:7])[CH3:6])[C:10]([CH3:11])([CH3:12])[CH3:13])=[C:17]([CH3:43])[CH:18]=3)([CH2:95][CH3:96])[CH2:23][CH3:24])=[CH:53][C:52]=2[CH3:57])=[CH:87][C:86]=1[Cl:92], predict the reactants needed to synthesize it. (8) Given the product [O:1]1[CH:5]=[CH:4][CH:3]=[C:2]1[C:6]1[CH:7]=[CH:8][C:9]([C:10]([N:12]([CH2:17][C:18]2[CH:34]=[CH:33][CH:32]=[CH:31][C:19]=2[O:20][CH2:21][CH2:22][CH2:23][CH2:24][CH2:25][C:26]([OH:28])=[O:27])[CH2:13][CH2:14][O:15][CH3:16])=[O:11])=[CH:35][CH:36]=1, predict the reactants needed to synthesize it. The reactants are: [O:1]1[CH:5]=[CH:4][CH:3]=[C:2]1[C:6]1[CH:36]=[CH:35][C:9]([C:10]([N:12]([CH2:17][C:18]2[CH:34]=[CH:33][CH:32]=[CH:31][C:19]=2[O:20][CH2:21][CH2:22][CH2:23][CH2:24][CH2:25][C:26]([O:28]CC)=[O:27])[CH2:13][CH2:14][O:15][CH3:16])=[O:11])=[CH:8][CH:7]=1.O.[OH-].[Li+].